Dataset: Catalyst prediction with 721,799 reactions and 888 catalyst types from USPTO. Task: Predict which catalyst facilitates the given reaction. (1) Reactant: [Na].C[Si](C)(C)N[Si](C)(C)C.[Cl:11][C:12]1[CH:17]=[C:16]([Cl:18])[CH:15]=[CH:14][C:13]=1[CH2:19][C:20]([OH:22])=O.[Cl:23][C:24]1[CH:33]=[CH:32][C:27](C(OC)=O)=[CH:26][CH:25]=1. Product: [Cl:23][C:24]1[CH:33]=[CH:32][C:27]([C:20](=[O:22])[CH2:19][C:13]2[CH:14]=[CH:15][C:16]([Cl:18])=[CH:17][C:12]=2[Cl:11])=[CH:26][CH:25]=1. The catalyst class is: 1. (2) Reactant: [CH3:1][C@H:2]1[C@@:41]2([OH:43])[O:42][CH:5]([CH2:6][C@H:7]([O:68][CH3:69])[C:8]([CH3:67])=[CH:9][CH:10]=[CH:11][CH:12]=[CH:13][C@@H:14]([CH3:66])[CH2:15][C@@H:16]([CH3:65])[C:17]([C@H:19]([O:63][CH3:64])[C@H:20]([OH:62])[C:21]([CH3:61])=[CH:22][C@@H:23]([CH3:60])[C:24]([CH2:26][C@@H:27]([C@@H:44]([CH2:46][C@H:47]3[CH2:52][C@@H:51]([O:53][CH3:54])[C@@H:50]([N:55]4[N:59]=[N:58][N:57]=[CH:56]4)[CH2:49][CH2:48]3)[CH3:45])[O:28][C:29]([C@H:31]3[N:36]([C:37]([C:39]2=[O:40])=[O:38])[CH2:35][CH2:34][CH2:33][CH2:32]3)=[O:30])=[O:25])=[O:18])[CH2:4][CH2:3]1.C1(C)C=CC=CC=1. Product: [CH3:1][C@H:2]1[C@@:41]2([OH:43])[O:42][CH:5]([CH2:6][C@H:7]([O:68][CH3:69])[C:8]([CH3:67])=[CH:9][CH:10]=[CH:11][CH:12]=[CH:13][C@@H:14]([CH3:66])[CH2:15][C@@H:16]([CH3:65])[C:17]([C@H:19]([O:63][CH3:64])[C@H:20]([OH:62])[C:21]([CH3:61])=[CH:22][C@@H:23]([CH3:60])[C:24]([CH2:26][C@@H:27]([C@@H:44]([CH2:46][C@H:47]3[CH2:52][C@@H:51]([O:53][CH3:54])[C@@H:50]([N:55]4[N:59]=[N:58][N:57]=[CH:56]4)[CH2:49][CH2:48]3)[CH3:45])[O:28][C:29]([C@H:31]3[N:36]([C:37]([C:39]2=[O:40])=[O:38])[CH2:35][CH2:34][CH2:33][CH2:32]3)=[O:30])=[O:25])=[O:18])[CH2:4][CH2:3]1.[O:53]1[CH2:51][CH2:52][CH2:47][CH2:54]1. The catalyst class is: 7.